From a dataset of Experimentally validated miRNA-target interactions with 360,000+ pairs, plus equal number of negative samples. Binary Classification. Given a miRNA mature sequence and a target amino acid sequence, predict their likelihood of interaction. (1) The miRNA is hsa-miR-659-3p with sequence CUUGGUUCAGGGAGGGUCCCCA. The protein sequence of the target gene is MKPLAIPANHGVMGQQEKHSLPADFTKLHLTDSLHPQVTHVSSSHSGCSITSDSGSSSLSDIYQATESEAGDMDLSGLPETAVDSEDDDDEEDIERASDPLMSRDIVRDCLEKDPIDRTDDDIEQLLEFMHQLPAFANMTMSVRRELCAVMVFAVVERAGTIVLNDGEELDSWSVILNGSVEVTYPDGKAEILCMGNSFGVSPTMDKEYMKGVMRTKVDDCQFVCIAQQDYCRILNQVEKNMQKVEEEGEIVMVKEHRELDRTGTRKGHIVIKGTSERLTMHLVEEHSVVDPTFIEDFLL.... Result: 1 (interaction). (2) The miRNA is hsa-miR-6787-5p with sequence UGGCGGGGGUAGAGCUGGCUGC. The protein sequence of the target gene is MAGGKAGKDSGKAKTKAVSRSQRAGLQFPVGRIHRHLKSRTTSHGRVGATAAVYSAAILEYLTAEVLELAGNASKDLKVKRITPRHLQLAIRGDEELDSLIKATIAGGGVIPHIHKSLIGKKGQQKTV. Result: 0 (no interaction). (3) Result: 0 (no interaction). The protein sequence of the target gene is MQTSETGSDTGSTVTLQTSVASQAAVPTQVVQQVPVQQQVQQVQTVQQVQHVYPAQVQYVEGSDTVYTNGAIRTTTYPYTETQMYSQNTGGNYFDTQGSSAQVTTVVSSHSMVGTGGIQMGVTGGQLISSSGGTYLIGNSMENSGHSVTHTTRASPATIEMAIETLQKSDGLSTHRSSLLNSHLQWLLDNYETAEGVSLPRSTLYNHYLRHCQEHKLDPVNAASFGKLIRSIFMGLRTRRLGTRGNSKYHYYGIRVKPDSPLNRLQEDMQYMAMRQQPMQQKQRYKPMQKVDGVADGFTG.... The miRNA is mmu-miR-499-5p with sequence UUAAGACUUGCAGUGAUGUUU. (4) The miRNA is hsa-miR-3922-3p with sequence UCUGGCCUUGACUUGACUCUUU. Result: 0 (no interaction). The protein sequence of the target gene is MRFAWAVLLLGPLQLCPLLRCAPQTPREPPAAPGAWRQTIQWENNGQVFSLLSLGAQYQPQRRRDPSATARRPDGDAASQPRTPILLLRDNRTASTRARTPSPSGVAAGRPRPAARHWFQAGFSPSGARDGASRRAANRTASPQPPQLSNLRPPSHIDRMVGDDPYNPYKYSDDNPYYNYYDTYERPRPGSRNRPGYGTGYFQYGLPDLVPDPYYIQASTYVQKMSMYNLRCAAEENCLASSAYRADVRDYDHRVLLRFPQRVKNQGTSDFLPSRPRYSWEWHSCHQHYHSMDEFSHYDL....